Dataset: Full USPTO retrosynthesis dataset with 1.9M reactions from patents (1976-2016). Task: Predict the reactants needed to synthesize the given product. (1) Given the product [CH3:24][S:21]([C:20]1[C:15]([C:12]2[CH:11]=[CH:10][C:9]([OH:8])=[CH:14][CH:13]=2)=[C:16]([C:25]2[CH:26]=[CH:27][N:28]=[CH:29][CH:30]=2)[CH:17]=[CH:18][CH:19]=1)(=[O:23])=[O:22], predict the reactants needed to synthesize it. The reactants are: C([O:8][C:9]1[CH:14]=[CH:13][C:12]([C:15]2[C:20]([S:21]([CH3:24])(=[O:23])=[O:22])=[CH:19][CH:18]=[CH:17][C:16]=2[C:25]2[CH:30]=[CH:29][N:28]=[CH:27][CH:26]=2)=[CH:11][CH:10]=1)C1C=CC=CC=1. (2) Given the product [NH2:3][C@H:4]([C:10]1[CH:11]=[CH:12][C:13]([C:16]#[N:17])=[CH:14][CH:15]=1)[CH2:5][CH2:6][OH:7], predict the reactants needed to synthesize it. The reactants are: [BH4-].[Na+].[NH2:3][C@H:4]([C:10]1[CH:15]=[CH:14][C:13]([C:16]#[N:17])=[CH:12][CH:11]=1)[CH2:5][C:6](OC)=[O:7]. (3) The reactants are: [NH2:1][C:2]1[CH:14]=[CH:13][C:5]([CH2:6][NH:7][S:8]([CH2:11][CH3:12])(=[O:10])=[O:9])=[CH:4][CH:3]=1.N1C=CC=CC=1.Cl[C:22]([O:24][C:25]1[CH:30]=[CH:29][CH:28]=[CH:27][CH:26]=1)=[O:23]. Given the product [CH2:11]([S:8]([NH:7][CH2:6][C:5]1[CH:13]=[CH:14][C:2]([NH:1][C:22](=[O:23])[O:24][C:25]2[CH:30]=[CH:29][CH:28]=[CH:27][CH:26]=2)=[CH:3][CH:4]=1)(=[O:10])=[O:9])[CH3:12], predict the reactants needed to synthesize it.